From a dataset of Forward reaction prediction with 1.9M reactions from USPTO patents (1976-2016). Predict the product of the given reaction. (1) Given the reactants O=[C:2]1[C:10]2[C:5](=[CH:6][C:7]([O:11][C:12]3[CH:20]=[CH:19][C:15]([C:16]([NH2:18])=[O:17])=[CH:14][N:13]=3)=[CH:8][CH:9]=2)[CH2:4][CH2:3]1.[CH2:21]([NH2:27])[CH2:22][CH2:23][CH2:24][CH2:25][CH3:26].[BH3-]C#N.[Na+], predict the reaction product. The product is: [CH2:21]([NH:27][CH:2]1[C:10]2[C:5](=[CH:6][C:7]([O:11][C:12]3[CH:20]=[CH:19][C:15]([C:16]([NH2:18])=[O:17])=[CH:14][N:13]=3)=[CH:8][CH:9]=2)[CH2:4][CH2:3]1)[CH2:22][CH2:23][CH2:24][CH2:25][CH3:26]. (2) The product is: [C:8]([C:1]([C:2]1[CH:7]=[CH:6][CH:5]=[CH:4][CH:3]=1)=[C:30]1[CH2:31][CH2:32][N:27]([C:20]([O:22][C:23]([CH3:26])([CH3:25])[CH3:24])=[O:21])[CH2:28][CH2:29]1)#[N:9]. Given the reactants [CH2:1]([C:8]#[N:9])[C:2]1[CH:7]=[CH:6][CH:5]=[CH:4][CH:3]=1.C[Si]([N-][Si](C)(C)C)(C)C.[Na+].[C:20]([N:27]1[CH2:32][CH2:31][C:30](=O)[CH2:29][CH2:28]1)([O:22][C:23]([CH3:26])([CH3:25])[CH3:24])=[O:21], predict the reaction product. (3) Given the reactants [NH2:1][C:2]1[C:9]([O:10][CH3:11])=[CH:8][CH:7]=[CH:6][C:3]=1[CH:4]=O.[CH3:12][O:13][C:14]1[CH:19]=[CH:18][CH:17]=[CH:16][C:15]=1[CH2:20][CH2:21][C:22]#[N:23], predict the reaction product. The product is: [CH3:11][O:10][C:9]1[CH:8]=[CH:7][CH:6]=[C:3]2[C:2]=1[N:1]=[C:22]([NH2:23])[C:21]([CH2:20][C:15]1[CH:16]=[CH:17][CH:18]=[CH:19][C:14]=1[O:13][CH3:12])=[CH:4]2. (4) Given the reactants [NH2:1][C:2]1[CH:3]=[C:4]2[C:8](=[CH:9][CH:10]=1)[N:7]([CH2:11][C:12]1[CH:33]=[CH:32][C:15]([C:16]([NH:18][C@H:19]([C:27]([O:29]CC)=[O:28])[CH2:20][C:21]3[CH:26]=[CH:25][CH:24]=[CH:23][CH:22]=3)=[O:17])=[CH:14][CH:13]=1)[CH:6]=[CH:5]2.[C:34]1([C:44]2[CH:49]=[CH:48][CH:47]=[CH:46][CH:45]=2)[CH:39]=[CH:38][C:37]([S:40](Cl)(=[O:42])=[O:41])=[CH:36][CH:35]=1, predict the reaction product. The product is: [C:34]1([C:44]2[CH:49]=[CH:48][CH:47]=[CH:46][CH:45]=2)[CH:39]=[CH:38][C:37]([S:40]([NH:1][C:2]2[CH:3]=[C:4]3[C:8](=[CH:9][CH:10]=2)[N:7]([CH2:11][C:12]2[CH:33]=[CH:32][C:15]([C:16]([NH:18][C@H:19]([C:27]([OH:29])=[O:28])[CH2:20][C:21]4[CH:22]=[CH:23][CH:24]=[CH:25][CH:26]=4)=[O:17])=[CH:14][CH:13]=2)[CH:6]=[CH:5]3)(=[O:42])=[O:41])=[CH:36][CH:35]=1. (5) Given the reactants [CH3:1][C:2]1([CH3:25])[C:10]2[CH:9]=[N:8][C:7]([S:11]([CH3:14])(=[O:13])=[O:12])=[N:6][C:5]=2[CH2:4][N:3]1C(OCC1C=CC=CC=1)=O.[Si](I)(C)(C)C, predict the reaction product. The product is: [CH3:1][C:2]1([CH3:25])[C:10]2[CH:9]=[N:8][C:7]([S:11]([CH3:14])(=[O:13])=[O:12])=[N:6][C:5]=2[CH2:4][NH:3]1. (6) Given the reactants [H-].[Na+].[C:3]([NH:10][CH2:11][CH2:12][CH2:13][OH:14])([O:5][C:6]([CH3:9])([CH3:8])[CH3:7])=[O:4].F[C:16]1[CH:21]=[CH:20][C:19]([N+:22]([O-:24])=[O:23])=[CH:18][CH:17]=1, predict the reaction product. The product is: [C:6]([O:5][C:3](=[O:4])[NH:10][CH2:11][CH2:12][CH2:13][O:14][C:16]1[CH:21]=[CH:20][C:19]([N+:22]([O-:24])=[O:23])=[CH:18][CH:17]=1)([CH3:7])([CH3:8])[CH3:9]. (7) Given the reactants [NH2:1][C:2]1[CH:3]=[CH:4][C:5]2[O:9][N:8]=[C:7]([C:10]([NH:12][C:13]3[CH:25]=[CH:24][C:23]([C:26]#[N:27])=[CH:22][C:14]=3[C:15]([O:17]C(C)(C)C)=[O:16])=[O:11])[C:6]=2[CH:28]=1.[CH2:29]1[CH:31]([CH:32](O)C#N)[CH2:30]1, predict the reaction product. The product is: [C:26]([C:23]1[CH:24]=[CH:25][C:13]([NH:12][C:10]([C:7]2[C:6]3[CH:28]=[C:2]([NH:1][CH2:32][CH:31]4[CH2:29][CH2:30]4)[CH:3]=[CH:4][C:5]=3[O:9][N:8]=2)=[O:11])=[C:14]([CH:22]=1)[C:15]([OH:17])=[O:16])#[N:27]. (8) Given the reactants C(Cl)(=O)C.[CH3:5][C:6]1[N:10]([CH2:11][C:12]2[CH:13]=[C:14]([CH:26]=[CH:27][CH:28]=2)[O:15][CH2:16][CH2:17][NH:18]C(=O)OC(C)(C)C)[N:9]=[C:8]([C:29]2[O:33][N:32]=[C:31]([C:34]3[CH:39]=[CH:38][C:37]([O:40][C:41]([F:44])([F:43])[F:42])=[CH:36][CH:35]=3)[N:30]=2)[N:7]=1, predict the reaction product. The product is: [NH2:18][CH2:17][CH2:16][O:15][C:14]1[CH:13]=[C:12]([CH2:11][N:10]2[C:6]([CH3:5])=[N:7][C:8]([C:29]3[O:33][N:32]=[C:31]([C:34]4[CH:39]=[CH:38][C:37]([O:40][C:41]([F:42])([F:43])[F:44])=[CH:36][CH:35]=4)[N:30]=3)=[N:9]2)[CH:28]=[CH:27][CH:26]=1. (9) The product is: [N:34]([CH:17]([C:11]1[CH:12]=[CH:13][C:14]([O:15][CH3:16])=[C:9]([O:8][CH2:1][C:2]2[CH:7]=[CH:6][CH:5]=[CH:4][CH:3]=2)[CH:10]=1)[CH3:18])=[N+:35]=[N-:36]. Given the reactants [CH2:1]([O:8][C:9]1[CH:10]=[C:11]([CH:17](O)[CH3:18])[CH:12]=[CH:13][C:14]=1[O:15][CH3:16])[C:2]1[CH:7]=[CH:6][CH:5]=[CH:4][CH:3]=1.C1(P([N:34]=[N+:35]=[N-:36])(C2C=CC=CC=2)=O)C=CC=CC=1.N12CCCN=C1CCCCC2, predict the reaction product.